Dataset: Choline transporter screen with 302,306 compounds. Task: Binary Classification. Given a drug SMILES string, predict its activity (active/inactive) in a high-throughput screening assay against a specified biological target. The molecule is S(c1n(c(nn1)Cc1n(ccc1)C)c1ccc(F)cc1)CC(=O)Nc1ccc(cc1)C(OC)=O. The result is 0 (inactive).